This data is from Catalyst prediction with 721,799 reactions and 888 catalyst types from USPTO. The task is: Predict which catalyst facilitates the given reaction. (1) Reactant: C[Al](C)C.C1(C)C=CC=CC=1.[C:12]([O:16][C:17]([N:19]1[CH:23]=[C:22]([CH2:24][CH2:25][CH2:26][C:27]([O:29]C)=[O:28])[N:21]=[C:20]1[NH2:31])=[O:18])([CH3:15])([CH3:14])[CH3:13]. Product: [C:12]([O:16][C:17]([N:19]1[CH:23]=[C:22]([CH2:24][CH2:25][CH2:26][C:27]([OH:29])=[O:28])[N:21]=[C:20]1[NH2:31])=[O:18])([CH3:15])([CH3:13])[CH3:14]. The catalyst class is: 417. (2) Reactant: [CH:1]1([C:4]2[NH:8][C:7]3[CH:9]=[C:10]([C:29]4[C:30]([CH3:35])=[N:31][O:32][C:33]=4[CH3:34])[CH:11]=[C:12]([C:13]([C:21]4[CH:22]=[N:23][C:24]([O:27]C)=[CH:25][CH:26]=4)([C:15]4[CH:20]=[CH:19][CH:18]=[CH:17][N:16]=4)[OH:14])[C:6]=3[N:5]=2)[CH2:3][CH2:2]1.Cl. Product: [CH:1]1([C:4]2[NH:8][C:7]3[CH:9]=[C:10]([C:29]4[C:30]([CH3:35])=[N:31][O:32][C:33]=4[CH3:34])[CH:11]=[C:12]([C:13]([OH:14])([C:15]4[CH:20]=[CH:19][CH:18]=[CH:17][N:16]=4)[C:21]4[CH:26]=[CH:25][C:24]([OH:27])=[N:23][CH:22]=4)[C:6]=3[N:5]=2)[CH2:2][CH2:3]1. The catalyst class is: 1. (3) Reactant: C(O[C:5](=[O:7])[CH3:6])(=O)C.[I:8][C:9]1[CH:16]=[CH:15][C:12]([CH2:13][NH2:14])=[CH:11][CH:10]=1. Product: [I:8][C:9]1[CH:16]=[CH:15][C:12]([CH2:13][NH:14][C:5](=[O:7])[CH3:6])=[CH:11][CH:10]=1. The catalyst class is: 15. (4) Reactant: C[Si](C)(C)N[Si](C)(C)C.[Li].[N:11]1[CH:16]=[CH:15][C:14]([CH2:17][N:18]2[C:23](=[O:24])[CH:22]=[C:21]3[S:25][CH:26]=[CH:27][N:20]3[C:19]2=[O:28])=[CH:13][CH:12]=1.[CH2:29]([N:36]=[C:37]=[O:38])[C:30]1[CH:35]=[CH:34][CH:33]=[CH:32][CH:31]=1.[Cl-].[NH4+]. Product: [CH2:29]([NH:36][C:37]([C:26]1[S:25][C:21]2[N:20]([C:19](=[O:28])[N:18]([CH2:17][C:14]3[CH:15]=[CH:16][N:11]=[CH:12][CH:13]=3)[C:23](=[O:24])[CH:22]=2)[CH:27]=1)=[O:38])[C:30]1[CH:35]=[CH:34][CH:33]=[CH:32][CH:31]=1. The catalyst class is: 765.